From a dataset of HIV replication inhibition screening data with 41,000+ compounds from the AIDS Antiviral Screen. Binary Classification. Given a drug SMILES string, predict its activity (active/inactive) in a high-throughput screening assay against a specified biological target. (1) The compound is Cc1ccc2c(c1)sc(C)[n+]2CCO. The result is 1 (active). (2) The compound is O=C(Nc1nc(C23CC4CC(CC(C4)C2)C3)cs1)c1cc2c(ccc3ccccc32)oc1=O. The result is 0 (inactive). (3) The compound is CC(=O)OCCn1c(Cc2ccc(C)cc2)nn(C(C)=O)c1=O. The result is 0 (inactive). (4) The drug is CSC(=S)Nc1cc(C)cc(C)n1. The result is 0 (inactive). (5) The compound is CC1(CO)OC(n2cnc3cncnc32)CC1O. The result is 1 (active). (6) The compound is Cc1ccc(C(=O)NCCCl)cc1C. The result is 0 (inactive).